From a dataset of Full USPTO retrosynthesis dataset with 1.9M reactions from patents (1976-2016). Predict the reactants needed to synthesize the given product. (1) Given the product [Cl:15][C:7]1[CH:6]=[C:5]([NH:2][CH3:1])[C:10]([C:11]([O:13][CH3:14])=[O:12])=[CH:9][N:8]=1, predict the reactants needed to synthesize it. The reactants are: [CH3:1][NH2:2].O.Cl[C:5]1[C:10]([C:11]([O:13][CH3:14])=[O:12])=[CH:9][N:8]=[C:7]([Cl:15])[CH:6]=1. (2) Given the product [C:11]([O:14][C@@H:15]1[C@@H:20]([O:21][C:22](=[O:24])[CH3:23])[C@H:19]([O:25][C:26](=[O:28])[CH3:27])[C@@H:18]([O:29][CH3:30])[O:17][C@H:16]1[C:31]1[CH:36]=[CH:35][C:34]([Cl:37])=[C:33]([CH2:38][C:39]2[CH:44]=[CH:43][C:42]([O:45][CH2:46][CH:47]=[O:48])=[CH:41][CH:40]=2)[CH:32]=1)(=[O:13])[CH3:12], predict the reactants needed to synthesize it. The reactants are: C(Cl)(=O)C(Cl)=O.CS(C)=O.[C:11]([O:14][C@@H:15]1[C@@H:20]([O:21][C:22](=[O:24])[CH3:23])[C@H:19]([O:25][C:26](=[O:28])[CH3:27])[C@@H:18]([O:29][CH3:30])[O:17][C@H:16]1[C:31]1[CH:36]=[CH:35][C:34]([Cl:37])=[C:33]([CH2:38][C:39]2[CH:44]=[CH:43][C:42]([O:45][CH2:46][CH2:47][OH:48])=[CH:41][CH:40]=2)[CH:32]=1)(=[O:13])[CH3:12].CCN(CC)CC. (3) Given the product [O:4]1[CH2:5][CH2:6][N:1]([C:14]2[N:19]=[C:18]([O:20][C:21]3[CH:49]=[CH:48][CH:47]=[CH:46][C:22]=3[CH2:23][NH:24][C:25]([NH:27][C:28]3[N:32]([C:33]4[CH:38]=[CH:37][CH:36]=[C:35]([N:39]([CH3:41])[CH3:40])[CH:34]=4)[N:31]=[C:30]([C:42]([CH3:45])([CH3:43])[CH3:44])[CH:29]=3)=[O:26])[CH:17]=[CH:16][N:15]=2)[CH2:2][CH2:3]1, predict the reactants needed to synthesize it. The reactants are: [NH:1]1[CH2:6][CH2:5][O:4][CH2:3][CH2:2]1.C(=O)([O-])[O-].[Na+].[Na+].Cl[C:14]1[N:19]=[C:18]([O:20][C:21]2[CH:49]=[CH:48][CH:47]=[CH:46][C:22]=2[CH2:23][NH:24][C:25]([NH:27][C:28]2[N:32]([C:33]3[CH:38]=[CH:37][CH:36]=[C:35]([N:39]([CH3:41])[CH3:40])[CH:34]=3)[N:31]=[C:30]([C:42]([CH3:45])([CH3:44])[CH3:43])[CH:29]=2)=[O:26])[CH:17]=[CH:16][N:15]=1. (4) Given the product [F:37][C:34]1[CH:33]=[CH:32][C:31]([CH2:30][N:29]2[C:13](=[O:14])[C:12]([C:7]3[NH:6][C:5]4[CH:16]=[CH:17][C:2]([I:1])=[CH:3][C:4]=4[S:9](=[O:11])(=[O:10])[N:8]=3)=[C:21]([OH:20])[C@H:23]3[C@@H:28]2[C@H:27]2[CH2:38][C@@H:24]3[CH2:25][CH2:26]2)=[CH:36][CH:35]=1, predict the reactants needed to synthesize it. The reactants are: [I:1][C:2]1[CH:17]=[CH:16][C:5]2[NH:6][C:7]([CH2:12][C:13](O)=[O:14])=[N:8][S:9](=[O:11])(=[O:10])[C:4]=2[CH:3]=1.C([O:20][C:21]([C@H:23]1[C@@H:28]([NH:29][CH2:30][C:31]2[CH:36]=[CH:35][C:34]([F:37])=[CH:33][CH:32]=2)[C@H:27]2[CH2:38][C@@H:24]1[CH2:25][CH2:26]2)=O)C.F[P-](F)(F)(F)(F)F.N1(OC(N(C)C)=[N+](C)C)C2N=CC=CC=2N=N1.CN1CCOCC1.C(N(CC)CC)C.Cl. (5) Given the product [CH2:31]([O:33][C:34]1[CH:35]=[C:36]([CH:40]=[CH:41][CH:42]=1)[C:37]([NH:1][CH2:2][C:3]1[CH:4]=[C:5]([C:10]2[CH:15]=[CH:14][CH:13]=[C:12]([CH2:16][N:17]3[CH2:22][CH2:21][NH:20][C@@H:19]([CH3:30])[CH2:18]3)[CH:11]=2)[CH:6]=[CH:7][C:8]=1[F:9])=[O:38])[CH3:32], predict the reactants needed to synthesize it. The reactants are: [NH2:1][CH2:2][C:3]1[CH:4]=[C:5]([C:10]2[CH:15]=[CH:14][CH:13]=[C:12]([CH2:16][N:17]3[CH2:22][CH2:21][N:20](C(OC(C)(C)C)=O)[C@@H:19]([CH3:30])[CH2:18]3)[CH:11]=2)[CH:6]=[CH:7][C:8]=1[F:9].[CH2:31]([O:33][C:34]1[CH:35]=[C:36]([CH:40]=[CH:41][CH:42]=1)[C:37](O)=[O:38])[CH3:32].CN(C(ON1N=NC2C=CC=NC1=2)=[N+](C)C)C.F[P-](F)(F)(F)(F)F.C(N(C(C)C)CC)(C)C. (6) Given the product [C:1]1([C:17]2[CH:22]=[CH:21][CH:20]=[CH:19][CH:18]=2)[CH:6]=[CH:5][CH:4]=[CH:3][C:2]=1[NH:7][C:8](=[O:16])[O:9][CH2:10][C@@H:11]1[CH2:15][CH2:14][N:13]([CH2:30][CH3:31])[CH2:12]1, predict the reactants needed to synthesize it. The reactants are: [C:1]1([C:17]2[CH:22]=[CH:21][CH:20]=[CH:19][CH:18]=2)[CH:6]=[CH:5][CH:4]=[CH:3][C:2]=1[NH:7][C:8](=[O:16])[O:9][CH2:10][C@@H:11]1[CH2:15][CH2:14][NH:13][CH2:12]1.C(=O)([O-])N.[K+].[I-].[K+].[CH2:30](N(CC)CC)[CH3:31].ICC. (7) Given the product [C:1]12([NH:11][C:12]3[S:13][CH:14]([CH2:18][CH:19]=[O:20])[C:15](=[O:17])[N:16]=3)[CH2:2][CH:3]3[CH2:4][CH:5]([CH2:6][CH:7]([CH2:9]3)[CH2:8]1)[CH2:10]2, predict the reactants needed to synthesize it. The reactants are: [C:1]12([NH:11][C:12]3[S:13][CH:14]([CH2:18][CH2:19][OH:20])[C:15](=[O:17])[N:16]=3)[CH2:10][CH:5]3[CH2:6][CH:7]([CH2:9][CH:3]([CH2:4]3)[CH2:2]1)[CH2:8]2.CC(OI1(OC(C)=O)(OC(C)=O)OC(=O)C2C=CC=CC1=2)=O. (8) Given the product [NH2:5][C:4]1[CH:6]=[CH:7][C:8]([CH:13]=[O:11])=[C:2]([Cl:10])[C:3]=1[F:9], predict the reactants needed to synthesize it. The reactants are: Cl[C:2]1[C:3]([F:9])=[C:4]([CH:6]=[CH:7][CH:8]=1)[NH2:5].[ClH:10].[OH-:11].[Na+].[CH3:13]S(C)=O. (9) The reactants are: [O:1]1[CH:5]=[N:4][N:3]=[C:2]1[C:6]1[CH:7]=[CH:8][C:9]([O:15][CH2:16][CH2:17][CH3:18])=[C:10]([CH:14]=1)[C:11]([NH2:13])=[NH:12].[CH2:19]([CH:21]([C:26](=O)[CH2:27][CH3:28])[C:22](OC)=[O:23])[CH3:20]. Given the product [O:1]1[CH:5]=[N:4][N:3]=[C:2]1[C:6]1[CH:7]=[CH:8][C:9]([O:15][CH2:16][CH2:17][CH3:18])=[C:10]([C:11]2[NH:13][C:22](=[O:23])[C:21]([CH2:19][CH3:20])=[C:26]([CH2:27][CH3:28])[N:12]=2)[CH:14]=1, predict the reactants needed to synthesize it.